Task: Predict the reactants needed to synthesize the given product.. Dataset: Full USPTO retrosynthesis dataset with 1.9M reactions from patents (1976-2016) (1) Given the product [C:3]([O:7][C:8](=[O:17])[NH:9][C@H:10]([CH:12]([OH:16])[CH2:13][CH2:14][CH3:15])[CH3:11])([CH3:4])([CH3:5])[CH3:6], predict the reactants needed to synthesize it. The reactants are: [BH4-].[Na+].[C:3]([O:7][C:8](=[O:17])[NH:9][C@H:10]([C:12](=[O:16])[CH2:13][CH2:14][CH3:15])[CH3:11])([CH3:6])([CH3:5])[CH3:4]. (2) Given the product [CH3:2][C:3]1[S:12][C:11]2[NH:10][C:9]3[CH:13]=[CH:14][CH:15]=[CH:16][C:8]=3[N:7]=[C:6]([NH2:17])[C:5]=2[CH:4]=1, predict the reactants needed to synthesize it. The reactants are: Cl.[CH3:2][C:3]1[S:12][C:11]2[NH:10][C:9]3[CH:13]=[CH:14][CH:15]=[CH:16][C:8]=3[N:7]=[C:6]([NH2:17])[C:5]=2[CH:4]=1.[OH-].[Na+].CO. (3) Given the product [CH2:12]([CH:14]([CH2:22][CH2:23][CH2:24][CH3:25])[CH2:15][O:16][C:17](=[O:21])[C:18]([C:19]#[N:20])=[CH:8][C:7]1[CH:10]=[CH:11][C:4]([C:1]([OH:3])=[O:2])=[CH:5][CH:6]=1)[CH3:13], predict the reactants needed to synthesize it. The reactants are: [C:1]([C:4]1[CH:11]=[CH:10][C:7]([CH:8]=O)=[CH:6][CH:5]=1)([OH:3])=[O:2].[CH2:12]([CH:14]([CH2:22][CH2:23][CH2:24][CH3:25])[CH2:15][O:16][C:17](=[O:21])[CH2:18][C:19]#[N:20])[CH3:13].OC(C)CNCC(O)C.C1(C)C=CC(S(O)(=O)=O)=CC=1. (4) Given the product [I:1][C:2]1[C:10]2[C:5](=[N:6][CH:7]=[N:8][C:9]=2[NH2:11])[N:4]([CH2:20][CH2:19][CH2:18][C:14]2[CH:13]=[N:12][CH:17]=[CH:16][CH:15]=2)[N:3]=1, predict the reactants needed to synthesize it. The reactants are: [I:1][C:2]1[C:10]2[C:5](=[N:6][CH:7]=[N:8][C:9]=2[NH2:11])[NH:4][N:3]=1.[N:12]1[CH:17]=[CH:16][CH:15]=[C:14]([CH2:18][CH2:19][CH2:20]O)[CH:13]=1.C1(P(C2C=CC=CC=2)C2C=CC=CC=2)C=CC=CC=1.N(C(OC(C)C)=O)=NC(OC(C)C)=O. (5) Given the product [C:4]([O:3][C:1]([N:8]1[CH2:13][C:12]([C:14]([OH:16])=[O:15])=[CH:11][CH2:10][CH2:9]1)=[O:2])([CH3:7])([CH3:5])[CH3:6], predict the reactants needed to synthesize it. The reactants are: [C:1]([N:8]1[CH2:13][C:12]([C:14]([O:16]CC)=[O:15])=[CH:11][CH2:10][CH2:9]1)([O:3][C:4]([CH3:7])([CH3:6])[CH3:5])=[O:2].[OH-].[Na+].S([O-])(O)(=O)=O.[K+]. (6) Given the product [C:1]([C:4]1[CH:5]=[CH:6][C:7]([N:10]2[C:14]([C:15]3[CH:20]=[C:19]([C:21]([CH3:22])([CH3:23])[CH3:24])[N:18]=[C:17]([C:25]([CH3:28])([CH3:27])[CH3:26])[CH:16]=3)=[CH:13][C:12]([C:29]3[CH:38]=[CH:37][C:32]([C:33]([OH:35])=[O:34])=[CH:31][CH:30]=3)=[N:11]2)=[CH:8][CH:9]=1)(=[O:3])[NH2:2], predict the reactants needed to synthesize it. The reactants are: [C:1]([C:4]1[CH:9]=[CH:8][C:7]([N:10]2[C:14]([C:15]3[CH:20]=[C:19]([C:21]([CH3:24])([CH3:23])[CH3:22])[N:18]=[C:17]([C:25]([CH3:28])([CH3:27])[CH3:26])[CH:16]=3)=[CH:13][C:12]([C:29]3[CH:38]=[CH:37][C:32]([C:33]([O:35]C)=[O:34])=[CH:31][CH:30]=3)=[N:11]2)=[CH:6][CH:5]=1)(=[O:3])[NH2:2].[Li+].[OH-].Cl. (7) Given the product [O:29]1[CH2:30][CH2:31][CH:27]([N:12]2[CH:13]=[C:9]([B:4]3[O:5][C:6]([CH3:7])([CH3:8])[C:2]([CH3:14])([CH3:1])[O:3]3)[CH:10]=[N:11]2)[CH2:28]1, predict the reactants needed to synthesize it. The reactants are: [CH3:1][C:2]1([CH3:14])[C:6]([CH3:8])([CH3:7])[O:5][B:4]([C:9]2[CH:10]=[N:11][NH:12][CH:13]=2)[O:3]1.[H-].[Na+].CN(C)C=O.CS(O[CH:27]1[CH2:31][CH2:30][O:29][CH2:28]1)(=O)=O. (8) Given the product [CH3:10][O:9][C:7]1[CH:6]=[C:5]([C:11]([C@@H:13]2[C@:22]3([CH3:23])[C@H:17]([C:18]([CH3:25])([CH3:24])[CH2:19][CH2:20][CH2:21]3)[CH2:16][C@@H:15]([NH2:26])[C@H:14]2[CH3:36])=[O:12])[CH:4]=[C:3]([O:2][CH3:1])[CH:8]=1, predict the reactants needed to synthesize it. The reactants are: [CH3:1][O:2][C:3]1[CH:4]=[C:5]([C:11]([C@@H:13]2[C@:22]3([CH3:23])[C@H:17]([C:18]([CH3:25])([CH3:24])[CH2:19][CH2:20][CH2:21]3)[CH2:16][C@@H:15]([NH:26]CC3C=CC(OC)=CC=3)[C@H:14]2[CH3:36])=[O:12])[CH:6]=[C:7]([O:9][CH3:10])[CH:8]=1.Cl. (9) Given the product [Cl:28][C:13]1[C:12](=[O:29])[N:11]([CH2:10][C:7]2[CH:6]=[CH:5][C:4]([C:3]([OH:30])=[O:2])=[CH:9][CH:8]=2)[C:16]([CH3:17])=[CH:15][C:14]=1[O:18][CH2:19][C:20]1[CH:25]=[CH:24][C:23]([F:26])=[CH:22][C:21]=1[F:27], predict the reactants needed to synthesize it. The reactants are: C[O:2][C:3](=[O:30])[C:4]1[CH:9]=[CH:8][C:7]([CH2:10][N:11]2[C:16]([CH3:17])=[CH:15][C:14]([O:18][CH2:19][C:20]3[CH:25]=[CH:24][C:23]([F:26])=[CH:22][C:21]=3[F:27])=[C:13]([Cl:28])[C:12]2=[O:29])=[CH:6][CH:5]=1.[OH-].[Na+]. (10) Given the product [O:1]1[CH2:5][CH2:4][O:3][CH:2]1[C:6]1[CH:7]=[CH:8][C:9]([C:12]2[S:20][C:19]3[C:14](=[N:15][CH:16]=[CH:17][C:18]=3[O:21][C:22]3[CH:28]=[CH:27][C:25]([N:26]([C:48]4[CH:49]=[CH:50][CH:51]=[CH:52][CH:63]=4)[C:65]([C:36]4([C:74]([NH2:72])=[O:75])[CH2:37][CH2:38]4)=[O:67])=[CH:24][C:23]=3[F:29])[CH:13]=2)=[N:10][CH:11]=1, predict the reactants needed to synthesize it. The reactants are: [O:1]1[CH2:5][CH2:4][O:3][CH:2]1[C:6]1[CH:7]=[CH:8][C:9]([C:12]2[S:20][C:19]3[C:14](=[N:15][CH:16]=[CH:17][C:18]=3[O:21][C:22]3[CH:28]=[CH:27][C:25]([NH2:26])=[CH:24][C:23]=3[F:29])[CH:13]=2)=[N:10][CH:11]=1.CCN([CH:36]([CH3:38])[CH3:37])C(C)C.CN(C(ON1N=N[C:49]2[CH:50]=[CH:51][CH:52]=N[C:48]1=2)=[N+](C)C)C.F[P-](F)(F)(F)(F)F.[CH3:63]O.[C:65](OCC)(=[O:67])C.C[N:72]([CH:74]=[O:75])C.